Dataset: Peptide-MHC class II binding affinity with 134,281 pairs from IEDB. Task: Regression. Given a peptide amino acid sequence and an MHC pseudo amino acid sequence, predict their binding affinity value. This is MHC class II binding data. The peptide sequence is ENQRTVALYSLKIAGWHGPK. The MHC is DRB1_1302 with pseudo-sequence DRB1_1302. The binding affinity (normalized) is 0.251.